From a dataset of Forward reaction prediction with 1.9M reactions from USPTO patents (1976-2016). Predict the product of the given reaction. (1) Given the reactants F[C:2]1[CH:3]=[CH:4][C:5]([N+:9]([O-:11])=[O:10])=[C:6]([CH3:8])[CH:7]=1.CN1CCCC1=[O:18].[NH2:19][CH2:20][CH2:21][O:22][CH:23](O)[CH3:24].C([O-])([O-])=O.[K+].[K+], predict the reaction product. The product is: [N+:9]([C:5]1[CH:4]=[CH:3][C:2]([NH:19][CH2:20][CH2:21][O:22][CH2:23][CH2:24][OH:18])=[CH:7][C:6]=1[CH3:8])([O-:11])=[O:10]. (2) Given the reactants [CH3:1][C:2]([O-])(C)[CH3:3].[K+].[C:7](=[N:20][CH:21]1[CH2:26][CH2:25][CH2:24][N:23]([CH2:27][O:28][CH2:29][CH2:30][Si:31]([CH3:34])([CH3:33])[CH3:32])[C:22]1=[O:35])([C:14]1[CH:19]=[CH:18][CH:17]=[CH:16][CH:15]=1)[C:8]1[CH:13]=[CH:12][CH:11]=[CH:10][CH:9]=1.C(Br)C#C.C1(C)C=CC=CC=1, predict the reaction product. The product is: [C:7](=[N:20][C:21]1([CH2:3][C:2]#[CH:1])[CH2:26][CH2:25][CH2:24][N:23]([CH2:27][O:28][CH2:29][CH2:30][Si:31]([CH3:32])([CH3:34])[CH3:33])[C:22]1=[O:35])([C:8]1[CH:9]=[CH:10][CH:11]=[CH:12][CH:13]=1)[C:14]1[CH:19]=[CH:18][CH:17]=[CH:16][CH:15]=1. (3) Given the reactants [CH3:1][C:2]1[CH:3]=[N:4][N:5]([CH2:11][C:12]([F:15])([F:14])[F:13])[C:6]=1[CH2:7][C:8]([OH:10])=O.CC1C(CC(O)=O)=NN(CC(F)(F)F)C=1.O.ON1C2C=CC=CC=2N=N1.Cl.C(N=C=NCCCN(C)C)C.C(N1CCOCC1)C.Cl.[Cl:63][C:64]1[C:69]([F:70])=[C:68]([F:71])[CH:67]=[CH:66][C:65]=1[CH2:72][NH2:73].C(=O)(O)[O-].[Na+], predict the reaction product. The product is: [Cl:63][C:64]1[C:69]([F:70])=[C:68]([F:71])[CH:67]=[CH:66][C:65]=1[CH2:72][NH:73][C:8](=[O:10])[CH2:7][C:6]1[N:5]([CH2:11][C:12]([F:15])([F:14])[F:13])[N:4]=[CH:3][C:2]=1[CH3:1]. (4) The product is: [OH:29][CH2:28][CH2:27][N:26]([CH3:30])[C:23]1[N:24]=[CH:25][C:20]([NH:19][C:12]([C:10]2[N:11]=[C:7]([C:1]3[CH:2]=[CH:3][CH:4]=[CH:5][CH:6]=3)[O:8][C:9]=2[C:15]([F:18])([F:17])[F:16])=[O:14])=[CH:21][CH:22]=1. Given the reactants [C:1]1([C:7]2[O:8][C:9]([C:15]([F:18])([F:17])[F:16])=[C:10]([C:12]([OH:14])=O)[N:11]=2)[CH:6]=[CH:5][CH:4]=[CH:3][CH:2]=1.[NH2:19][C:20]1[CH:21]=[CH:22][C:23]([N:26]([CH3:30])[CH2:27][CH2:28][OH:29])=[N:24][CH:25]=1, predict the reaction product. (5) Given the reactants C([NH:9][C:10]([NH:12][C:13]1[C:18]([O:19][C:20]2[CH:25]=[CH:24][C:23]([F:26])=[CH:22][CH:21]=2)=[CH:17][C:16]([Br:27])=[CH:15][N:14]=1)=[S:11])(=O)C1C=CC=CC=1.[OH-].[Na+], predict the reaction product. The product is: [Br:27][C:16]1[CH:17]=[C:18]([O:19][C:20]2[CH:25]=[CH:24][C:23]([F:26])=[CH:22][CH:21]=2)[C:13]([NH:12][C:10]([NH2:9])=[S:11])=[N:14][CH:15]=1. (6) Given the reactants [C:1]([C:3]1[CH:8]=[CH:7][C:6]([CH2:9][C:10]([O:12][CH3:13])=[O:11])=[C:5]([CH3:14])[C:4]=1[F:15])#[N:2].CO[CH:18](OC)[N:19]([CH3:21])[CH3:20].[Cl-].[Li+], predict the reaction product. The product is: [C:1]([C:3]1[CH:8]=[CH:7][C:6]([C:9](=[CH:18][N:19]([CH3:21])[CH3:20])[C:10]([O:12][CH3:13])=[O:11])=[C:5]([CH3:14])[C:4]=1[F:15])#[N:2]. (7) The product is: [OH:29][CH:26]1[CH2:27][CH2:28][N:24]([CH2:2][C:3]([NH:5][C@H:6]2[CH2:10][CH2:9][N:8]([C:11]([O:13][C:14]([CH3:17])([CH3:16])[CH3:15])=[O:12])[CH2:7]2)=[O:4])[CH2:25]1. Given the reactants Br[CH2:2][C:3]([NH:5][C@H:6]1[CH2:10][CH2:9][N:8]([C:11]([O:13][C:14]([CH3:17])([CH3:16])[CH3:15])=[O:12])[CH2:7]1)=[O:4].C(=O)([O-])[O-].[K+].[K+].[NH:24]1[CH2:28][CH2:27][CH:26]([OH:29])[CH2:25]1.O, predict the reaction product.